Task: Regression. Given a peptide amino acid sequence and an MHC pseudo amino acid sequence, predict their binding affinity value. This is MHC class II binding data.. Dataset: Peptide-MHC class II binding affinity with 134,281 pairs from IEDB (1) The peptide sequence is IKQTLIAIHTLAIRYANRTDV. The MHC is DRB1_0701 with pseudo-sequence DRB1_0701. The binding affinity (normalized) is 0.735. (2) The peptide sequence is FDKFLANVSTVLTGK. The MHC is DRB1_1602 with pseudo-sequence DRB1_1602. The binding affinity (normalized) is 0.749. (3) The peptide sequence is KIDLWSYNAELLVAL. The MHC is DRB3_0101 with pseudo-sequence DRB3_0101. The binding affinity (normalized) is 0.483. (4) The MHC is DRB4_0103 with pseudo-sequence DRB4_0103. The binding affinity (normalized) is 0.659. The peptide sequence is SRMSMAMGTMAGCGY. (5) The peptide sequence is GELNIVDKIDAAFKI. The MHC is DRB1_1501 with pseudo-sequence DRB1_1501. The binding affinity (normalized) is 0.582. (6) The binding affinity (normalized) is 0.200. The MHC is HLA-DPA10103-DPB10201 with pseudo-sequence HLA-DPA10103-DPB10201. The peptide sequence is RGIEYIQHNGVVQES. (7) The peptide sequence is ERKYFAATQFEPLAA. The MHC is HLA-DPA10201-DPB10101 with pseudo-sequence HLA-DPA10201-DPB10101. The binding affinity (normalized) is 0.815. (8) The peptide sequence is ADLGYGPATPAAPAA. The MHC is HLA-DPA10103-DPB10201 with pseudo-sequence HLA-DPA10103-DPB10201. The binding affinity (normalized) is 0.286. (9) The peptide sequence is ALVFDLPAALQRAIP. The MHC is HLA-DQA10102-DQB10602 with pseudo-sequence HLA-DQA10102-DQB10602. The binding affinity (normalized) is 0.398. (10) The peptide sequence is ALPTVEVVAAAADEV. The MHC is DRB1_0101 with pseudo-sequence DRB1_0101. The binding affinity (normalized) is 0.420.